This data is from Full USPTO retrosynthesis dataset with 1.9M reactions from patents (1976-2016). The task is: Predict the reactants needed to synthesize the given product. Given the product [C@@H:14]1([NH:24][CH2:9][C:8]2[CH:11]=[CH:12][CH:13]=[C:6]([S:5][C:2]([F:4])([F:3])[F:1])[CH:7]=2)[C:23]2[C:18](=[CH:19][CH:20]=[CH:21][CH:22]=2)[CH2:17][CH2:16][CH2:15]1, predict the reactants needed to synthesize it. The reactants are: [F:1][C:2]([S:5][C:6]1[CH:7]=[C:8]([CH:11]=[CH:12][CH:13]=1)[CH:9]=O)([F:4])[F:3].[C@@H:14]1([NH2:24])[C:23]2[C:18](=[CH:19][CH:20]=[CH:21][CH:22]=2)[CH2:17][CH2:16][CH2:15]1.